From a dataset of Forward reaction prediction with 1.9M reactions from USPTO patents (1976-2016). Predict the product of the given reaction. (1) Given the reactants Br[C:2]1[CH:25]=[CH:24][CH:23]=[CH:22][C:3]=1[CH2:4][N:5]1[CH2:10][CH2:9][N:8]([C:11]2[CH:21]=[CH:20][C:14]([C:15]([O:17][CH2:18][CH3:19])=[O:16])=[CH:13][CH:12]=2)[CH2:7][CH2:6]1.[Cl:26][C:27]1[CH:32]=[CH:31][C:30](B(O)O)=[CH:29][CH:28]=1.C([O-])([O-])=O.[Na+].[Na+], predict the reaction product. The product is: [Cl:26][C:27]1[CH:32]=[CH:31][C:30]([C:2]2[CH:25]=[CH:24][CH:23]=[CH:22][C:3]=2[CH2:4][N:5]2[CH2:10][CH2:9][N:8]([C:11]3[CH:21]=[CH:20][C:14]([C:15]([O:17][CH2:18][CH3:19])=[O:16])=[CH:13][CH:12]=3)[CH2:7][CH2:6]2)=[CH:29][CH:28]=1. (2) Given the reactants C(O[C@@H:5]1[CH2:14][C:9]2([CH2:13][CH2:12][CH2:11][CH2:10]2)[C@@H:8]([C:15]([O:17][CH3:18])=[O:16])[C:7]([CH3:19])=[CH:6]1)(=O)C.C1CCN2C(=NCCC2)CC1, predict the reaction product. The product is: [CH3:19][C:7]1[CH:6]=[CH:5][CH2:14][C:9]2([CH2:10][CH2:11][CH2:12][CH2:13]2)[C:8]=1[C:15]([O:17][CH3:18])=[O:16]. (3) Given the reactants [NH2:1][C:2]1[N:7]=[C:6]([C:8]2[C:9]([C:16]3[C:17]([F:37])=[C:18]([N:22](COC)[S:23]([C:26]4[CH:31]=[C:30]([F:32])[CH:29]=[CH:28][C:27]=4[F:33])(=[O:25])=[O:24])[CH:19]=[CH:20][CH:21]=3)=[N:10][N:11]([CH:13]([CH3:15])[CH3:14])[CH:12]=2)[CH:5]=[CH:4][N:3]=1, predict the reaction product. The product is: [NH2:1][C:2]1[N:7]=[C:6]([C:8]2[C:9]([C:16]3[C:17]([F:37])=[C:18]([NH:22][S:23]([C:26]4[CH:31]=[C:30]([F:32])[CH:29]=[CH:28][C:27]=4[F:33])(=[O:24])=[O:25])[CH:19]=[CH:20][CH:21]=3)=[N:10][N:11]([CH:13]([CH3:14])[CH3:15])[CH:12]=2)[CH:5]=[CH:4][N:3]=1. (4) Given the reactants Cl[C:2]1[C:7]([C:8]([F:11])([F:10])[F:9])=[CH:6][N:5]=[C:4]([NH:12][C:13]2[CH:14]=[N:15][N:16]([C:18]([O:20][C:21]([CH3:24])([CH3:23])[CH3:22])=[O:19])[CH:17]=2)[N:3]=1.[C:25]([C:27]1[CH:32]=[CH:31][CH:30]=[CH:29][C:28]=1[CH:33]([CH3:37])[C:34]([NH2:36])=[O:35])#[CH:26].F[B-](F)(F)F.CCN(C(C)C)C(C)C, predict the reaction product. The product is: [NH2:36][C:34](=[O:35])[CH:33]([C:28]1[CH:29]=[CH:30][CH:31]=[CH:32][C:27]=1[C:25]#[C:26][C:2]1[C:7]([C:8]([F:11])([F:10])[F:9])=[CH:6][N:5]=[C:4]([NH:12][C:13]2[CH:14]=[N:15][N:16]([C:18]([O:20][C:21]([CH3:24])([CH3:23])[CH3:22])=[O:19])[CH:17]=2)[N:3]=1)[CH3:37].